From a dataset of Experimental lipophilicity measurements (octanol/water distribution) for 4,200 compounds from AstraZeneca. Regression/Classification. Given a drug SMILES string, predict its absorption, distribution, metabolism, or excretion properties. Task type varies by dataset: regression for continuous measurements (e.g., permeability, clearance, half-life) or binary classification for categorical outcomes (e.g., BBB penetration, CYP inhibition). For this dataset (lipophilicity_astrazeneca), we predict Y. (1) The drug is O=C(c1ccc(F)cc1)C1CCN(C(=O)NCc2ccccc2)CC1. The Y is 3.15 logD. (2) The compound is Cc1ccsc1C(=CCCN1CCC[C@@H](C(=O)O)C1)c1sccc1C. The Y is 1.49 logD. (3) The drug is O=S(=O)(NCC(c1ccccc1)N1CCCCCC1)c1cc(Cl)cc(Cl)c1. The Y is 3.36 logD. (4) The molecule is COc1cc(OC)c(S(=O)(=O)N(c2ccccc2)c2ccccc2)cc1NC(=O)CCC(=O)O. The Y is -0.800 logD. (5) The Y is -0.0900 logD. The molecule is Cn1c(=O)c2[nH]cnc2n(C)c1=O.